This data is from Full USPTO retrosynthesis dataset with 1.9M reactions from patents (1976-2016). The task is: Predict the reactants needed to synthesize the given product. (1) Given the product [CH3:30][C:20]1[CH:25]=[CH:24][C:23]([S:26]([O:10][CH2:9][CH:7]2[CH2:6][C:5]3[CH:11]=[CH:12][C:2]([F:1])=[C:3]([C:13]4[CH:18]=[CH:17][CH:16]=[CH:15][C:14]=4[CH3:19])[C:4]=3[O:8]2)(=[O:28])=[O:27])=[CH:22][CH:21]=1, predict the reactants needed to synthesize it. The reactants are: [F:1][C:2]1[CH:12]=[CH:11][C:5]2[CH2:6][CH:7]([CH2:9][OH:10])[O:8][C:4]=2[C:3]=1[C:13]1[CH:18]=[CH:17][CH:16]=[CH:15][C:14]=1[CH3:19].[C:20]1([CH3:30])[CH:25]=[CH:24][C:23]([S:26](Cl)(=[O:28])=[O:27])=[CH:22][CH:21]=1.CC1C=CC(S(OCC2CC3C(C(F)(F)F)=CC=C(Cl)C=3O2)(=O)=O)=CC=1. (2) Given the product [CH3:1][C:2]1[C:18]([CH2:19][C:20]2[CH:25]=[CH:24][CH:23]=[C:22]([C:26]([F:29])([F:27])[F:28])[C:21]=2[CH3:30])=[C:5]2[N:6]=[C:7]([N:12]3[CH2:17][CH2:16][O:15][CH2:14][CH2:13]3)[CH:8]=[C:9]([C:10]3[N:31]=[N:32][NH:33][N:11]=3)[N:4]2[N:3]=1, predict the reactants needed to synthesize it. The reactants are: [CH3:1][C:2]1[C:18]([CH2:19][C:20]2[CH:25]=[CH:24][CH:23]=[C:22]([C:26]([F:29])([F:28])[F:27])[C:21]=2[CH3:30])=[C:5]2[N:6]=[C:7]([N:12]3[CH2:17][CH2:16][O:15][CH2:14][CH2:13]3)[CH:8]=[C:9]([C:10]#[N:11])[N:4]2[N:3]=1.[N-:31]=[N+:32]=[N-:33].[Na+].[Cl-].[NH4+]. (3) Given the product [Cl:1][C:2]1[C:3]([CH2:9][CH3:10])=[C:4]([F:8])[CH:5]=[CH:6][C:7]=1[C:15](=[O:17])[CH3:16], predict the reactants needed to synthesize it. The reactants are: [Cl:1][C:2]1[CH:7]=[CH:6][CH:5]=[C:4]([F:8])[C:3]=1[CH2:9][CH3:10].[Cl-].[Al+3].[Cl-].[Cl-].[C:15](Cl)(=[O:17])[CH3:16].Cl. (4) The reactants are: [NH:1]1[C:11]2[C:6](=[CH:7][CH:8]=[CH:9][CH:10]=2)[C:4](=O)[C:2]1=[O:3].[F:12][C:13]([F:22])([F:21])[C:14]1[CH:15]=[C:16]([CH:18]=[CH:19][CH:20]=1)[NH2:17]. Given the product [F:12][C:13]([F:21])([F:22])[C:14]1[CH:15]=[C:16]([N:17]=[C:4]2[C:6]3[CH:7]=[CH:8][CH:9]=[CH:10][C:11]=3[NH:1][C:2]2=[O:3])[CH:18]=[CH:19][CH:20]=1, predict the reactants needed to synthesize it. (5) The reactants are: Cl[C:2]1[N:7]=[CH:6][C:5]([N:8]2[C:12]([C:13]3[CH:18]=[CH:17][CH:16]=[CH:15][CH:14]=3)=[CH:11][C:10]([C:19]([N:21]3[CH2:26][CH2:25][N:24]([CH3:27])[CH2:23][CH2:22]3)=[O:20])=[N:9]2)=[CH:4][CH:3]=1.[CH3:28][N:29](C)C=O. Given the product [CH3:28][NH:29][C:2]1[N:7]=[CH:6][C:5]([N:8]2[C:12]([C:13]3[CH:18]=[CH:17][CH:16]=[CH:15][CH:14]=3)=[CH:11][C:10]([C:19]([N:21]3[CH2:26][CH2:25][N:24]([CH3:27])[CH2:23][CH2:22]3)=[O:20])=[N:9]2)=[CH:4][CH:3]=1, predict the reactants needed to synthesize it. (6) Given the product [NH2:1][C:2]1[C:3]([C:39]2[CH:40]=[C:35]([NH:34][S:31]([C:30]([F:29])([F:50])[F:51])(=[O:33])=[O:32])[CH:36]=[CH:37][CH:38]=2)=[C:4]([NH:8][C@H:9]([C:11]2[N:16]([C:17]3[CH:22]=[CH:21][CH:20]=[CH:19][CH:18]=3)[C:15](=[O:23])[C:14]3=[C:24]([CH3:27])[CH:25]=[CH:26][N:13]3[N:12]=2)[CH3:10])[N:5]=[CH:6][N:7]=1, predict the reactants needed to synthesize it. The reactants are: [NH2:1][C:2]1[N:7]=[CH:6][N:5]=[C:4]([NH:8][C@H:9]([C:11]2[N:16]([C:17]3[CH:22]=[CH:21][CH:20]=[CH:19][CH:18]=3)[C:15](=[O:23])[C:14]3=[C:24]([CH3:27])[CH:25]=[CH:26][N:13]3[N:12]=2)[CH3:10])[C:3]=1I.[F:29][C:30]([F:51])([F:50])[S:31]([NH:34][C:35]1[CH:40]=[CH:39][CH:38]=[C:37](B2OC(C)(C)C(C)(C)O2)[CH:36]=1)(=[O:33])=[O:32].C(=O)([O-])[O-].[Na+].[Na+]. (7) Given the product [C:22]([O:26][C:27]([N:29]1[CH2:38][CH2:37][C:36]2[C:31](=[C:32]([CH2:40][CH2:41][C:42]([O:44][CH3:45])=[O:43])[CH:33]=[CH:34][C:35]=2[O:39][CH2:5][C:6]2[S:10][C:9]([C:11]3[CH:16]=[CH:15][C:14]([C:17]([F:20])([F:19])[F:18])=[CH:13][CH:12]=3)=[N:8][C:7]=2[CH3:21])[CH2:30]1)=[O:28])([CH3:25])([CH3:24])[CH3:23], predict the reactants needed to synthesize it. The reactants are: C(#N)C.Cl[CH2:5][C:6]1[S:10][C:9]([C:11]2[CH:16]=[CH:15][C:14]([C:17]([F:20])([F:19])[F:18])=[CH:13][CH:12]=2)=[N:8][C:7]=1[CH3:21].[C:22]([O:26][C:27]([N:29]1[CH2:38][CH2:37][C:36]2[C:31](=[C:32]([CH2:40][CH2:41][C:42]([O:44][CH3:45])=[O:43])[CH:33]=[CH:34][C:35]=2[OH:39])[CH2:30]1)=[O:28])([CH3:25])([CH3:24])[CH3:23].C([O-])([O-])=O.[Cs+].[Cs+]. (8) The reactants are: [N+:1]([C:4]1[CH:9]=[CH:8][N:7]=[C:6]([CH:10]2[CH2:15][CH2:14][O:13][CH2:12][CH2:11]2)[CH:5]=1)([O-])=O.[H][H]. Given the product [O:13]1[CH2:14][CH2:15][CH:10]([C:6]2[CH:5]=[C:4]([NH2:1])[CH:9]=[CH:8][N:7]=2)[CH2:11][CH2:12]1, predict the reactants needed to synthesize it. (9) Given the product [N:21]1([CH2:28][CH2:29][N:30]2[CH2:31][CH2:32][CH:33]([NH:36][C:15]([C:9]3[NH:10][C:11]4[C:7]([CH:8]=3)=[C:6]([O:5][CH2:4][CH:1]3[CH2:2][CH2:3]3)[CH:14]=[CH:13][CH:12]=4)=[O:17])[CH2:34][CH2:35]2)[CH2:27][CH2:26][CH2:25][CH2:24][CH2:23][CH2:22]1, predict the reactants needed to synthesize it. The reactants are: [CH:1]1([CH2:4][O:5][C:6]2[CH:14]=[CH:13][CH:12]=[C:11]3[C:7]=2[CH:8]=[C:9]([C:15]([OH:17])=O)[NH:10]3)[CH2:3][CH2:2]1.Cl.Cl.Cl.[N:21]1([CH2:28][CH2:29][N:30]2[CH2:35][CH2:34][CH:33]([NH2:36])[CH2:32][CH2:31]2)[CH2:27][CH2:26][CH2:25][CH2:24][CH2:23][CH2:22]1.